From a dataset of Forward reaction prediction with 1.9M reactions from USPTO patents (1976-2016). Predict the product of the given reaction. (1) Given the reactants Br[C:2]1[CH:3]=[CH:4][C:5]([NH2:9])=[N:6][C:7]=1[CH3:8].[Cu](C#N)[C:11]#[N:12], predict the reaction product. The product is: [NH2:9][C:5]1[CH:4]=[CH:3][C:2]([C:11]#[N:12])=[C:7]([CH3:8])[N:6]=1. (2) Given the reactants [C:1]1([C@H:11]([NH:13][CH:14]2[CH2:18][CH2:17][CH:16]([C:19](O)=O)[CH2:15]2)[CH3:12])[C:10]2[C:5](=[CH:6][CH:7]=[CH:8][CH:9]=2)[CH:4]=[CH:3][CH:2]=1.[OH:22][NH:23][C:24](=[NH:32])[CH2:25][C:26]1[S:27][C:28]([CH3:31])=[CH:29][N:30]=1.CCOC(C)=O, predict the reaction product. The product is: [CH3:31][C:28]1[S:27][C:26]([CH2:25][C:24]2[N:32]=[C:19]([CH:16]3[CH2:17][CH2:18][CH:14]([NH:13][C@@H:11]([C:1]4[C:10]5[C:5](=[CH:6][CH:7]=[CH:8][CH:9]=5)[CH:4]=[CH:3][CH:2]=4)[CH3:12])[CH2:15]3)[O:22][N:23]=2)=[N:30][CH:29]=1. (3) Given the reactants Br[C:2]1[C:3](=[O:12])[CH2:4][CH2:5][C:6]=1[O:7][CH2:8][CH:9]([CH3:11])[CH3:10].[CH3:13][O:14][C:15]1[CH:20]=[CH:19][C:18](B(O)O)=[CH:17][CH:16]=1.COC1C=CC=C(OC)C=1C1C=CC=CC=1P(C1CCCCC1)C1CCCCC1.[O-]P([O-])([O-])=O.[K+].[K+].[K+], predict the reaction product. The product is: [CH2:8]([O:7][C:6]1[CH2:5][CH2:4][C:3](=[O:12])[C:2]=1[C:18]1[CH:19]=[CH:20][C:15]([O:14][CH3:13])=[CH:16][CH:17]=1)[CH:9]([CH3:11])[CH3:10]. (4) Given the reactants [NH2:1][C:2]1[CH:7]=[C:6]([NH2:8])[C:5]([F:9])=[CH:4][C:3]=1[CH2:10][C:11]([OH:13])=O.[OH-].[Na+], predict the reaction product. The product is: [NH2:8][C:6]1[C:5]([F:9])=[CH:4][C:3]2[C:2]([CH:7]=1)=[N:1][C:11](=[O:13])[CH:10]=2.[F:9][C:5]1[CH:4]=[C:3]2[C:2](=[CH:7][C:6]=1[NH2:8])[NH:1][C:11](=[O:13])[CH2:10]2. (5) Given the reactants [SH:1][C:2]1[O:3][C:4]2[CH:10]=[CH:9][CH:8]=[CH:7][C:5]=2[N:6]=1.C1C(=O)N(Cl)C(=O)C1.[C:19]1([Zn]Br)[CH:24]=[CH:23][CH:22]=[CH:21][CH:20]=1, predict the reaction product. The product is: [C:19]1([S:1][C:2]2[O:3][C:4]3[CH:10]=[CH:9][CH:8]=[CH:7][C:5]=3[N:6]=2)[CH:24]=[CH:23][CH:22]=[CH:21][CH:20]=1. (6) The product is: [Br:16][C:17]1[CH:22]=[CH:21][C:20]([N:2]2[CH2:3][CH2:4][C:5]3[C:10](=[C:9]([C:11]([OH:13])=[O:12])[CH:8]=[CH:7][CH:6]=3)[CH2:1]2)=[N:19][C:18]=1[C:24]([O:26][C:27]([CH3:30])([CH3:29])[CH3:28])=[O:25]. Given the reactants [CH2:1]1[C:10]2[C:5](=[CH:6][CH:7]=[CH:8][C:9]=2[C:11]([O:13]C)=[O:12])[CH2:4][CH2:3][NH:2]1.Cl.[Br:16][C:17]1[C:18]([C:24]([O:26][C:27]([CH3:30])([CH3:29])[CH3:28])=[O:25])=[N:19][C:20](Cl)=[CH:21][CH:22]=1.C(=O)([O-])[O-].[Cs+].[Cs+], predict the reaction product.